Dataset: Peptide-MHC class I binding affinity with 185,985 pairs from IEDB/IMGT. Task: Regression. Given a peptide amino acid sequence and an MHC pseudo amino acid sequence, predict their binding affinity value. This is MHC class I binding data. (1) The peptide sequence is AFMATNKAY. The MHC is HLA-B15:01 with pseudo-sequence HLA-B15:01. The binding affinity (normalized) is 0.579. (2) The peptide sequence is RVQFIPGQR. The MHC is HLA-B07:02 with pseudo-sequence HLA-B07:02. The binding affinity (normalized) is 0.0847. (3) The peptide sequence is DIKLIDIAL. The MHC is HLA-A02:01 with pseudo-sequence HLA-A02:01. The binding affinity (normalized) is 0.0847.